From a dataset of Full USPTO retrosynthesis dataset with 1.9M reactions from patents (1976-2016). Predict the reactants needed to synthesize the given product. The reactants are: [F:1][C:2]1[CH:3]=[C:4]([CH2:9][C:10]([OH:12])=O)[CH:5]=[CH:6][C:7]=1[F:8].[CH3:13][O:14][C:15]1[CH:20]=[CH:19][C:18]([O:21][CH3:22])=[CH:17][CH:16]=1. Given the product [F:1][C:2]1[CH:3]=[C:4]([CH2:9][C:10]([C:19]2[CH:20]=[C:15]([O:14][CH3:13])[CH:16]=[CH:17][C:18]=2[O:21][CH3:22])=[O:12])[CH:5]=[CH:6][C:7]=1[F:8], predict the reactants needed to synthesize it.